From a dataset of Peptide-MHC class II binding affinity with 134,281 pairs from IEDB. Regression. Given a peptide amino acid sequence and an MHC pseudo amino acid sequence, predict their binding affinity value. This is MHC class II binding data. (1) The peptide sequence is EKKYFAATQFEPLAR. The MHC is DRB1_0101 with pseudo-sequence DRB1_0101. The binding affinity (normalized) is 0.456. (2) The peptide sequence is KCNVNHDEEFCDMLR. The MHC is DRB1_0101 with pseudo-sequence DRB1_0101. The binding affinity (normalized) is 0.333. (3) The peptide sequence is GKNSCAKNYNCKILP. The MHC is DRB1_0901 with pseudo-sequence DRB1_0901. The binding affinity (normalized) is 0.392. (4) The peptide sequence is LNHILLENDMKFTVV. The MHC is DRB1_0301 with pseudo-sequence DRB1_0301. The binding affinity (normalized) is 0.863. (5) The peptide sequence is VVIEELFNRIPETSV. The MHC is DRB1_0404 with pseudo-sequence DRB1_0404. The binding affinity (normalized) is 0.552.